This data is from Peptide-MHC class II binding affinity with 134,281 pairs from IEDB. The task is: Regression. Given a peptide amino acid sequence and an MHC pseudo amino acid sequence, predict their binding affinity value. This is MHC class II binding data. (1) The peptide sequence is KFDSALARKHIARELH. The MHC is DRB1_0301 with pseudo-sequence DRB1_0301. The binding affinity (normalized) is 0.314. (2) The peptide sequence is GEPGIAGFKAEQGPK. The binding affinity (normalized) is 0.297. The MHC is H-2-IAq with pseudo-sequence H-2-IAq. (3) The peptide sequence is AFKVAATAAEAAPAN. The MHC is HLA-DPA10201-DPB11401 with pseudo-sequence HLA-DPA10201-DPB11401. The binding affinity (normalized) is 0.865.